Dataset: HIV replication inhibition screening data with 41,000+ compounds from the AIDS Antiviral Screen. Task: Binary Classification. Given a drug SMILES string, predict its activity (active/inactive) in a high-throughput screening assay against a specified biological target. The molecule is COc1ccc(NC(=O)CC(C)=NNC(=N)N)c([N+](=O)[O-])c1. The result is 0 (inactive).